From a dataset of TCR-epitope binding with 47,182 pairs between 192 epitopes and 23,139 TCRs. Binary Classification. Given a T-cell receptor sequence (or CDR3 region) and an epitope sequence, predict whether binding occurs between them. The TCR CDR3 sequence is CASSPRPGSSQPQHF. Result: 1 (the TCR binds to the epitope). The epitope is VTIAEILLI.